Dataset: Reaction yield outcomes from USPTO patents with 853,638 reactions. Task: Predict the reaction yield, written as a fraction of the theoretical maximum amount of product (1.0 means a 100% yield; for example, 0.34 means a 34% yield). (1) The reactants are [CH3:1][N:2]([C:12]1[CH:17]=[CH:16][N:15]=[C:14](S(C)(=O)=O)[N:13]=1)[C:3]1[C:4]2[CH:5]=[N:6][NH:7][C:8]=2[CH:9]=[CH:10][CH:11]=1.N[C:23]1[CH:24]=[C:25]([CH:31]=[CH:32][CH:33]=1)[C:26]([N:28]([CH3:30])[CH3:29])=[O:27].Cl. The catalyst is CC(O)CCC. The product is [NH:7]1[C:8]2[C:4](=[C:3]([N:2]([CH3:1])[C:12]3[CH:17]=[CH:16][N:15]=[C:14]([C:23]4[CH:24]=[C:25]([CH:31]=[CH:32][CH:33]=4)[C:26]([N:28]([CH3:30])[CH3:29])=[O:27])[N:13]=3)[CH:11]=[CH:10][CH:9]=2)[CH:5]=[N:6]1. The yield is 0.270. (2) The reactants are [CH:1]1[N:5]=[C:4]2[C:6]([N:8]=[CH:9][NH:10][N:3]2[CH:2]=1)=O.O=P(Cl)(Cl)[Cl:13]. No catalyst specified. The product is [CH:1]1[N:5]=[C:4]2[C:6]([Cl:13])=[N:8][CH:9]=[N:10][N:3]2[CH:2]=1. The yield is 0.660. (3) The reactants are [F:1][C:2]([F:13])([F:12])[O:3][C:4]1[CH:9]=[CH:8][C:7]([CH2:10]O)=[CH:6][CH:5]=1.P(Br)(Br)[Br:15].O. The catalyst is C(Cl)Cl. The product is [Br:15][CH2:10][C:7]1[CH:8]=[CH:9][C:4]([O:3][C:2]([F:13])([F:12])[F:1])=[CH:5][CH:6]=1. The yield is 0.660. (4) The catalyst is CN(C=O)C.C(OCC)(=O)C. The yield is 0.656. The reactants are [NH2:1][C:2]1[CH:3]=[CH:4][C:5]([CH3:25])=[C:6]([N:8]2[CH2:24][CH2:23][C:11]3[N:12]=[C:13]([NH:16][C:17]4[CH:18]=[N:19][CH:20]=[N:21][CH:22]=4)[N:14]=[CH:15][C:10]=3[CH2:9]2)[CH:7]=1.[F:26][C:27]([F:38])([F:37])[C:28]1[CH:29]=[C:30]([CH:34]=[CH:35][CH:36]=1)[C:31](O)=[O:32].CCN(C(C)C)C(C)C.CN(C(ON1N=NC2C=CC=NC1=2)=[N+](C)C)C.F[P-](F)(F)(F)(F)F. The product is [CH3:25][C:5]1[CH:4]=[CH:3][C:2]([NH:1][C:31](=[O:32])[C:30]2[CH:34]=[CH:35][CH:36]=[C:28]([C:27]([F:26])([F:37])[F:38])[CH:29]=2)=[CH:7][C:6]=1[N:8]1[CH2:24][CH2:23][C:11]2[N:12]=[C:13]([NH:16][C:17]3[CH:18]=[N:19][CH:20]=[N:21][CH:22]=3)[N:14]=[CH:15][C:10]=2[CH2:9]1. (5) The reactants are C([O:3][C:4](=[O:28])[C:5](=[N:11][N:12]([C:18]([O:20][CH2:21][C:22]1[CH:27]=[CH:26][CH:25]=[CH:24][CH:23]=1)=[O:19])[CH2:13][CH2:14][CH:15]([CH3:17])[CH3:16])[C:6]1[S:7][CH:8]=[CH:9][CH:10]=1)C.[OH-].[Li+]. The catalyst is O1CCCC1.O.CO. The product is [CH2:21]([O:20][C:18]([N:12]([CH2:13][CH2:14][CH:15]([CH3:17])[CH3:16])[N:11]=[C:5]([C:6]1[S:7][CH:8]=[CH:9][CH:10]=1)[C:4]([OH:28])=[O:3])=[O:19])[C:22]1[CH:27]=[CH:26][CH:25]=[CH:24][CH:23]=1. The yield is 0.750. (6) The reactants are [CH3:1][C:2]1[CH:7]=[CH:6][C:5]([C:8]2[O:9][C:10]([CH3:13])=[N:11][N:12]=2)=[CH:4][C:3]=1[C:14]1[CH:19]=[CH:18][C:17]([C:20](O)=[O:21])=[CH:16][CH:15]=1.[NH2:23][C:24]1[CH:29]=[CH:28][CH:27]=[CH:26][CH:25]=1.Cl.CN(C)CCCN=C=NCC. The catalyst is CN(C=O)C.C(Cl)Cl. The product is [CH3:1][C:2]1[CH:7]=[CH:6][C:5]([C:8]2[O:9][C:10]([CH3:13])=[N:11][N:12]=2)=[CH:4][C:3]=1[C:14]1[CH:15]=[CH:16][C:17]([C:20]([NH:23][C:24]2[CH:29]=[CH:28][CH:27]=[CH:26][CH:25]=2)=[O:21])=[CH:18][CH:19]=1. The yield is 0.510.